Dataset: Peptide-MHC class II binding affinity with 134,281 pairs from IEDB. Task: Regression. Given a peptide amino acid sequence and an MHC pseudo amino acid sequence, predict their binding affinity value. This is MHC class II binding data. (1) The peptide sequence is IARAKMFPAVAEK. The MHC is DRB1_0802 with pseudo-sequence DRB1_0802. The binding affinity (normalized) is 0.162. (2) The peptide sequence is EQARKFEEPIWSDFG. The MHC is DRB1_0701 with pseudo-sequence DRB1_0701. The binding affinity (normalized) is 0.165. (3) The peptide sequence is ESYKFIPALEAAVKQ. The MHC is HLA-DQA10501-DQB10301 with pseudo-sequence HLA-DQA10501-DQB10301. The binding affinity (normalized) is 0.622. (4) The peptide sequence is SNGVLESDMIIPKSL. The MHC is DRB1_0901 with pseudo-sequence DRB1_0901. The binding affinity (normalized) is 0.0982.